Dataset: Peptide-MHC class I binding affinity with 185,985 pairs from IEDB/IMGT. Task: Regression. Given a peptide amino acid sequence and an MHC pseudo amino acid sequence, predict their binding affinity value. This is MHC class I binding data. The peptide sequence is GHFPLQHAL. The MHC is HLA-B51:01 with pseudo-sequence HLA-B51:01. The binding affinity (normalized) is 0.0847.